From a dataset of Forward reaction prediction with 1.9M reactions from USPTO patents (1976-2016). Predict the product of the given reaction. (1) Given the reactants [Cl:1][C:2]1[CH:3]=[N:4][CH:5]=[C:6]([Cl:20])[C:7]=1[S:8][C:9]1[S:13][C:12]([C:14](Cl)=[O:15])=[CH:11][C:10]=1[N+:17]([O-:19])=[O:18].[Br:21][C:22]1[CH:29]=[CH:28][C:25]([CH2:26][NH2:27])=[CH:24][CH:23]=1, predict the reaction product. The product is: [Br:21][C:22]1[CH:29]=[CH:28][C:25]([CH2:26][NH:27][C:14]([C:12]2[S:13][C:9]([S:8][C:7]3[C:2]([Cl:1])=[CH:3][N:4]=[CH:5][C:6]=3[Cl:20])=[C:10]([N+:17]([O-:19])=[O:18])[CH:11]=2)=[O:15])=[CH:24][CH:23]=1. (2) The product is: [Br:1][C:2]1[CH:7]=[CH:6][CH:5]=[C:4]([CH2:8][C@H:9]([O:17][CH3:20])[CH2:10][C:11]2[CH:12]=[CH:13][CH:14]=[CH:15][CH:16]=2)[CH:3]=1. Given the reactants [Br:1][C:2]1[CH:3]=[C:4]([CH2:8][C@H:9]([OH:17])[CH2:10][C:11]2[CH:16]=[CH:15][CH:14]=[CH:13][CH:12]=2)[CH:5]=[CH:6][CH:7]=1.[H-].[Na+].[CH3:20]I, predict the reaction product. (3) Given the reactants [NH2:1][C:2]1[CH:3]=[C:4]2[C:8](=[CH:9][CH:10]=1)[N:7]([CH2:11][C:12]1[CH:17]=[CH:16][C:15]([Cl:18])=[CH:14][CH:13]=1)[C:6]([CH3:19])=[C:5]2[C:20](=[O:32])[C:21]([NH:23][C:24]1[CH:29]=[CH:28][N:27]=[C:26]([O:30][CH3:31])[CH:25]=1)=[O:22].[C:33](Cl)(=[O:35])[CH3:34].N1C=CC=CC=1, predict the reaction product. The product is: [C:33]([NH:1][C:2]1[CH:3]=[C:4]2[C:8](=[CH:9][CH:10]=1)[N:7]([CH2:11][C:12]1[CH:13]=[CH:14][C:15]([Cl:18])=[CH:16][CH:17]=1)[C:6]([CH3:19])=[C:5]2[C:20](=[O:32])[C:21]([NH:23][C:24]1[CH:29]=[CH:28][N:27]=[C:26]([O:30][CH3:31])[CH:25]=1)=[O:22])(=[O:35])[CH3:34]. (4) The product is: [Br:1][C:2]1[CH:15]=[CH:14][C:5]2[N:6]=[C:7]([C@H:9]3[CH2:12][C@@H:11]([N:18]4[CH2:19][CH2:20][CH2:21][C@H:17]4[CH3:16])[CH2:10]3)[S:8][C:4]=2[CH:3]=1. Given the reactants [Br:1][C:2]1[CH:15]=[CH:14][C:5]2[N:6]=[C:7]([CH:9]3[CH2:12][C:11](=O)[CH2:10]3)[S:8][C:4]=2[CH:3]=1.[CH3:16][C@@H:17]1[CH2:21][CH2:20][CH2:19][NH:18]1.N1C=CC=CC=1.B, predict the reaction product.